Dataset: Catalyst prediction with 721,799 reactions and 888 catalyst types from USPTO. Task: Predict which catalyst facilitates the given reaction. (1) Reactant: [CH3:1][O:2][C:3]1[CH:4]=[C:5]2[C:10](=[CH:11][C:12]=1[O:13][CH3:14])[N:9]=[CH:8][N:7]=[C:6]2[O:15][C:16]1[CH:22]=[CH:21][C:19]([NH2:20])=[CH:18][CH:17]=1.C(N(CC)CC)C.ClC(Cl)(O[C:34](=[O:40])OC(Cl)(Cl)Cl)Cl.[CH2:42]([N:44]([C:48]1[CH:53]=[CH:52][CH:51]=[C:50]([CH3:54])[CH:49]=1)[CH2:45][CH2:46][NH2:47])[CH3:43]. Product: [CH3:1][O:2][C:3]1[CH:4]=[C:5]2[C:10](=[CH:11][C:12]=1[O:13][CH3:14])[N:9]=[CH:8][N:7]=[C:6]2[O:15][C:16]1[CH:22]=[CH:21][C:19]([NH:20][C:34]([NH:47][CH2:46][CH2:45][N:44]([CH2:42][CH3:43])[C:48]2[CH:53]=[CH:52][CH:51]=[C:50]([CH3:54])[CH:49]=2)=[O:40])=[CH:18][CH:17]=1. The catalyst class is: 146. (2) Reactant: N1C=CC=CC=1.[F:7][C:8]([F:21])([F:20])[S:9]([O:12]S(C(F)(F)F)(=O)=O)(=[O:11])=[O:10].O[C:23]1[CH:28]=[CH:27][C:26]([CH2:29][C:30]([O:32][CH3:33])=[O:31])=[CH:25][C:24]=1[O:34][CH3:35].O. Product: [CH3:35][O:34][C:24]1[CH:25]=[C:26]([CH2:29][C:30]([O:32][CH3:33])=[O:31])[CH:27]=[CH:28][C:23]=1[O:12][S:9]([C:8]([F:21])([F:20])[F:7])(=[O:11])=[O:10]. The catalyst class is: 143. (3) Reactant: [S:1]1[CH:5]=[CH:4][N:3]=[CH:2]1.[O:6]=[C:7]1[CH2:12][CH2:11][CH:10]([C:13]([O:15][CH2:16][CH3:17])=[O:14])[CH2:9][CH2:8]1. Product: [OH:6][C:7]1([C:2]2[S:1][CH:5]=[CH:4][N:3]=2)[CH2:8][CH2:9][CH:10]([C:13]([O:15][CH2:16][CH3:17])=[O:14])[CH2:11][CH2:12]1. The catalyst class is: 1.